This data is from Full USPTO retrosynthesis dataset with 1.9M reactions from patents (1976-2016). The task is: Predict the reactants needed to synthesize the given product. (1) Given the product [CH2:1]([N:8]1[C:12]([CH2:13][NH2:14])=[N:11][N:10]=[N:9]1)[C:2]1[CH:3]=[CH:4][CH:5]=[CH:6][CH:7]=1, predict the reactants needed to synthesize it. The reactants are: [CH2:1]([N:8]1[C:12]([CH2:13][N:14]2C(=O)C3C(=CC=CC=3)C2=O)=[N:11][N:10]=[N:9]1)[C:2]1[CH:7]=[CH:6][CH:5]=[CH:4][CH:3]=1.NN.Cl. (2) Given the product [NH:1]1[C:9]2[C:4](=[CH:5][CH:6]=[CH:7][CH:8]=2)[C:3](/[CH:10]=[CH:11]/[C:12]2[CH:13]=[CH:14][C:15]([C:16]([NH:18][CH2:19][C:20]([OH:22])=[O:21])=[O:17])=[CH:24][CH:25]=2)=[N:2]1, predict the reactants needed to synthesize it. The reactants are: [NH:1]1[C:9]2[C:4](=[CH:5][CH:6]=[CH:7][CH:8]=2)[C:3](/[CH:10]=[CH:11]/[C:12]2[CH:25]=[CH:24][C:15]([C:16]([NH:18][CH2:19][C:20]([O:22]C)=[O:21])=[O:17])=[CH:14][CH:13]=2)=[N:2]1.[OH-].[Na+].Cl. (3) Given the product [Br:24]/[C:2](=[CH:4]/[CH2:11][CH2:12][CH:13]([CH3:15])[CH3:14])/[CH3:1], predict the reactants needed to synthesize it. The reactants are: [CH3:1][C:2]([CH3:4])=O.C([Li])CCC.I[CH2:11][CH2:12][CH:13]([CH3:15])[CH3:14].CN(CCN(C)C)C.[Br:24]CCBr.[Na+].[Cl-]. (4) Given the product [Br:1][CH2:2][C:3]1[N:8]=[CH:7][C:6]([C:9]([NH:17][C:16]2[CH:18]=[CH:19][C:13]([Cl:12])=[C:14]([C:20]3[CH:25]=[CH:24][CH:23]=[CH:22][N:21]=3)[CH:15]=2)=[O:11])=[CH:5][CH:4]=1, predict the reactants needed to synthesize it. The reactants are: [Br:1][CH2:2][C:3]1[N:8]=[CH:7][C:6]([C:9]([OH:11])=O)=[CH:5][CH:4]=1.[Cl:12][C:13]1[CH:19]=[CH:18][C:16]([NH2:17])=[CH:15][C:14]=1[C:20]1[CH:25]=[CH:24][CH:23]=[CH:22][N:21]=1. (5) The reactants are: [Br:1][C:2]1[CH:10]=[CH:9][CH:8]=[C:7]2[C:3]=1[CH:4]=[C:5]([C:11]([OH:13])=O)[NH:6]2.Cl.Cl.Cl.[NH2:17][CH:18]1[CH2:23][CH2:22][N:21]([CH2:24][CH2:25][N:26]2[CH2:31][CH2:30][CH:29]([OH:32])[CH2:28][CH2:27]2)[CH2:20][CH2:19]1. Given the product [OH:32][CH:29]1[CH2:28][CH2:27][N:26]([CH2:25][CH2:24][N:21]2[CH2:20][CH2:19][CH:18]([NH:17][C:11]([C:5]3[NH:6][C:7]4[C:3]([CH:4]=3)=[C:2]([Br:1])[CH:10]=[CH:9][CH:8]=4)=[O:13])[CH2:23][CH2:22]2)[CH2:31][CH2:30]1, predict the reactants needed to synthesize it. (6) The reactants are: [NH2:1][C:2]1[CH:6]=[CH:5][S:4][C:3]=1[C:7]([O:9][CH3:10])=[O:8].[CH:11]1([CH:14]=O)[CH2:13][CH2:12]1.C(O[BH-](OC(=O)C)OC(=O)C)(=O)C.[Na+].C(=O)([O-])[O-].[Na+].[Na+]. Given the product [CH:11]1([CH2:14][NH:1][C:2]2[CH:6]=[CH:5][S:4][C:3]=2[C:7]([O:9][CH3:10])=[O:8])[CH2:13][CH2:12]1, predict the reactants needed to synthesize it.